Dataset: Forward reaction prediction with 1.9M reactions from USPTO patents (1976-2016). Task: Predict the product of the given reaction. (1) Given the reactants [I:1][C:2]1[C:10]2[C:5](=[CH:6][CH:7]=[C:8]([CH3:11])[CH:9]=2)[NH:4][N:3]=1.[F:12][C:13]([F:18])([F:17])[CH2:14][CH2:15]I, predict the reaction product. The product is: [I:1][C:2]1[C:10]2[C:5](=[CH:6][CH:7]=[C:8]([CH3:11])[CH:9]=2)[N:4]([CH2:15][CH2:14][C:13]([F:18])([F:17])[F:12])[N:3]=1. (2) Given the reactants Cl[C:2]1[C:7]([CH3:8])=[C:6]([C:9]2[N:13]([CH2:14][CH2:15][C:16]([N:18]([CH3:20])[CH3:19])=[O:17])[N:12]=[C:11]([NH:21][C:22]3[CH:27]=[C:26]([C:28]([F:31])([F:30])[F:29])[CH:25]=[C:24]([F:32])[CH:23]=3)[CH:10]=2)[CH:5]=[CH:4][N:3]=1.CCN(CC)CC.S1C=CC=C1, predict the reaction product. The product is: [F:32][C:24]1[CH:23]=[C:22]([NH:21][C:11]2[CH:10]=[C:9]([C:6]3[CH:5]=[CH:4][N:3]=[CH:2][C:7]=3[CH3:8])[N:13]([CH2:14][CH2:15][C:16]([N:18]([CH3:20])[CH3:19])=[O:17])[N:12]=2)[CH:27]=[C:26]([C:28]([F:29])([F:31])[F:30])[CH:25]=1.